Dataset: Reaction yield outcomes from USPTO patents with 853,638 reactions. Task: Predict the reaction yield, written as a fraction of the theoretical maximum amount of product (1.0 means a 100% yield; for example, 0.34 means a 34% yield). The reactants are Br[C:2]1[C:3]([O:18][CH2:19][C:20]2[C:21]([C:26]3[CH:31]=[CH:30][CH:29]=[CH:28][CH:27]=3)=[N:22][O:23][C:24]=2[CH3:25])=[N:4][C:5]([CH3:17])=[C:6]([CH:16]=1)[C:7]([NH:9][CH:10]1[CH2:15][CH2:14][O:13][CH2:12][CH2:11]1)=[O:8].C([O-])=O.[NH4+]. The catalyst is CO.C1COCC1.[Pd]. The product is [CH3:17][C:5]1[N:4]=[C:3]([O:18][CH2:19][C:20]2[C:21]([C:26]3[CH:31]=[CH:30][CH:29]=[CH:28][CH:27]=3)=[N:22][O:23][C:24]=2[CH3:25])[CH:2]=[CH:16][C:6]=1[C:7]([NH:9][CH:10]1[CH2:11][CH2:12][O:13][CH2:14][CH2:15]1)=[O:8]. The yield is 0.200.